This data is from Reaction yield outcomes from USPTO patents with 853,638 reactions. The task is: Predict the reaction yield, written as a fraction of the theoretical maximum amount of product (1.0 means a 100% yield; for example, 0.34 means a 34% yield). (1) The reactants are [N:1]1[N:2]=[C:3]([NH2:6])[NH:4][CH:5]=1.[C:7]([C:9]1[CH:14]=[CH:13][CH:12]=[CH:11][C:10]=1[C:15]1[CH:20]=[CH:19][C:18]([CH2:21][CH:22]([C:28](=O)[CH2:29][CH2:30][CH3:31])[C:23](OCC)=[O:24])=[CH:17][CH:16]=1)#[N:8]. The catalyst is ClC1C=CC(Cl)=CC=1Cl. The product is [O:24]=[C:23]1[C:22]([CH2:21][C:18]2[CH:19]=[CH:20][C:15]([C:10]3[C:9]([C:7]#[N:8])=[CH:14][CH:13]=[CH:12][CH:11]=3)=[CH:16][CH:17]=2)=[C:28]([CH2:29][CH2:30][CH3:31])[N:2]2[N:1]=[CH:5][N:4]=[C:3]2[NH:6]1. The yield is 0.380. (2) The reactants are [CH3:1][O:2][C:3](=[O:21])[C:4]1[CH:9]=[C:8]([N+:10]([O-])=O)[CH:7]=[C:6]([N:13]2[CH:18]=[CH:17][C:16]([CH3:19])=[CH:15][C:14]2=[O:20])[CH:5]=1.Cl[Sn]Cl. The catalyst is CO. The product is [CH3:1][O:2][C:3](=[O:21])[C:4]1[CH:5]=[C:6]([N:13]2[CH:18]=[CH:17][C:16]([CH3:19])=[CH:15][C:14]2=[O:20])[CH:7]=[C:8]([NH2:10])[CH:9]=1. The yield is 1.00. (3) The reactants are Br[C:2]1[CH:3]=[C:4]([O:10][C:11]2[C:12]([F:29])=[C:13]([CH2:18][NH:19][C:20]([C:22]3[NH:26][C:25]([CH3:27])=[N:24][C:23]=3[Cl:28])=[O:21])[CH:14]=[CH:15][C:16]=2[Cl:17])[CH:5]=[C:6]([C:8]#[N:9])[CH:7]=1.[CH:30]([B-](F)(F)F)=[CH2:31].[K+]. The catalyst is C(O)CC.CCOC(C)=O. The product is [Cl:28][C:23]1[N:24]=[C:25]([CH3:27])[NH:26][C:22]=1[C:20]([NH:19][CH2:18][C:13]1[CH:14]=[CH:15][C:16]([Cl:17])=[C:11]([O:10][C:4]2[CH:3]=[C:2]([CH:30]=[CH2:31])[CH:7]=[C:6]([C:8]#[N:9])[CH:5]=2)[C:12]=1[F:29])=[O:21]. The yield is 0.610. (4) The product is [F:1][C:2]1[C:3]2[NH:16][C:17](=[O:18])[N:8]([C:9]3[CH:14]=[CH:13][CH:12]=[C:11]([F:15])[CH:10]=3)[C:4]=2[CH:5]=[CH:6][CH:7]=1. The catalyst is O1CCOCC1. The yield is 0.590. The reactants are [F:1][C:2]1[CH:7]=[CH:6][CH:5]=[C:4]([NH:8][C:9]2[CH:14]=[CH:13][CH:12]=[C:11]([F:15])[CH:10]=2)[C:3]=1[NH2:16].[C:17](C1NC=CN=1)(C1NC=CN=1)=[O:18]. (5) The reactants are [C:1]([C:4]1[C:16]([O:17]C)=[CH:15][C:14]2[N:13]([CH2:19][CH2:20][CH2:21][N:22]([CH3:24])[CH3:23])[C:12]3[CH:11]=[CH:10][C:9]4[C:25](=[O:28])[CH2:26][CH2:27][C:8]=4[C:7]=3[C:6]=2[CH:5]=1)(=[O:3])[CH3:2].Cl.N1C=CC=CC=1.C([O-])([O-])=O.[K+].[K+]. The catalyst is CN1C(=O)CCC1. The product is [C:1]([C:4]1[C:16]([OH:17])=[CH:15][C:14]2[N:13]([CH2:19][CH2:20][CH2:21][N:22]([CH3:23])[CH3:24])[C:12]3[CH:11]=[CH:10][C:9]4[C:25](=[O:28])[CH2:26][CH2:27][C:8]=4[C:7]=3[C:6]=2[CH:5]=1)(=[O:3])[CH3:2]. The yield is 0.370. (6) The reactants are [CH2:1]([O:8][C:9]1[CH:10]=[CH:11][CH:12]=[C:13]2[C:18]=1[N:17]=[C:16](O)[CH:15]=[CH:14]2)[C:2]1[CH:7]=[CH:6][CH:5]=[CH:4][CH:3]=1.O=P(Cl)(Cl)[Cl:22]. No catalyst specified. The product is [CH2:1]([O:8][C:9]1[CH:10]=[CH:11][CH:12]=[C:13]2[C:18]=1[N:17]=[C:16]([Cl:22])[CH:15]=[CH:14]2)[C:2]1[CH:7]=[CH:6][CH:5]=[CH:4][CH:3]=1. The yield is 0.850.